Task: Predict the reaction yield, written as a fraction of the theoretical maximum amount of product (1.0 means a 100% yield; for example, 0.34 means a 34% yield).. Dataset: Reaction yield outcomes from USPTO patents with 853,638 reactions (1) The reactants are [O:1]=[C:2]1[C:11]2[C:6](=[CH:7][CH:8]=[CH:9][CH:10]=2)[NH:5][CH2:4][CH2:3]1.[CH2:12]([O:19][C:20](Cl)=[O:21])[C:13]1[CH:18]=[CH:17][CH:16]=[CH:15][CH:14]=1.O.C(=O)([O-])[O-].[K+].[K+]. The yield is 0.930. The catalyst is O1CCCC1.C(OCC)(=O)C. The product is [CH2:12]([O:19][C:20]([N:5]1[C:6]2[C:11](=[CH:10][CH:9]=[CH:8][CH:7]=2)[C:2](=[O:1])[CH2:3][CH2:4]1)=[O:21])[C:13]1[CH:18]=[CH:17][CH:16]=[CH:15][CH:14]=1. (2) The reactants are [C:1]([C:4]1[CH:10]=[CH:9][C:7]([NH2:8])=[CH:6][CH:5]=1)(=[O:3])[CH3:2].C(N(CC)CC)C.[Cl-].ClC1N(C)CC[NH+]1C.[CH3:27][O:28][C:29]1[C:30](=[O:57])[C:31]([CH3:56])=[C:32]([CH2:38][C:39]2[CH:40]=[CH:41][C:42]([O:48][CH2:49][C:50]3[CH:51]=[N:52][CH:53]=[CH:54][CH:55]=3)=[C:43]([CH:47]=2)[C:44](O)=[O:45])[C:33](=[O:37])[C:34]=1[O:35][CH3:36]. The catalyst is C(Cl)Cl. The product is [CH3:27][O:28][C:29]1[C:30](=[O:57])[C:31]([CH3:56])=[C:32]([CH2:38][C:39]2[CH:40]=[CH:41][C:42]([O:48][CH2:49][C:50]3[CH:51]=[N:52][CH:53]=[CH:54][CH:55]=3)=[C:43]([CH:47]=2)[C:44]([NH:8][C:7]2[CH:9]=[CH:10][C:4]([C:1](=[O:3])[CH3:2])=[CH:5][CH:6]=2)=[O:45])[C:33](=[O:37])[C:34]=1[O:35][CH3:36]. The yield is 0.310. (3) The reactants are [CH3:1][O:2][C:3]([C:5]1[C:22]([NH:23][C:24]2[CH:29]=[CH:28][C:27]([Br:30])=[CH:26][C:25]=2[Cl:31])=[C:21]([F:32])[C:8]2[N:9]=[CH:10][N:11]([CH2:12][CH2:13][C:14]([O:16]C(C)(C)C)=[O:15])[C:7]=2[CH:6]=1)=[O:4].[C:33]([OH:39])([C:35]([F:38])([F:37])[F:36])=[O:34]. The catalyst is C(Cl)Cl. The product is [OH:39][C:33]([C:35]([F:38])([F:37])[F:36])=[O:34].[CH3:1][O:2][C:3]([C:5]1[C:22]([NH:23][C:24]2[CH:29]=[CH:28][C:27]([Br:30])=[CH:26][C:25]=2[Cl:31])=[C:21]([F:32])[C:8]2[N:9]=[CH:10][N:11]([CH2:12][CH2:13][C:14]([OH:16])=[O:15])[C:7]=2[CH:6]=1)=[O:4]. The yield is 0.880. (4) The reactants are Cl[C:2]1[C:3]2[NH:10][CH:9]=[CH:8][C:4]=2[N:5]=[CH:6][N:7]=1.C(=O)([O-])[O-].[Cs+].[Cs+].[O:17]([C:24]1[CH:29]=[CH:28][C:27]([OH:30])=[CH:26][CH:25]=1)[C:18]1[CH:23]=[CH:22][CH:21]=[CH:20][CH:19]=1. The catalyst is CN(C=O)C. The product is [O:17]([C:24]1[CH:25]=[CH:26][C:27]([O:30][C:2]2[C:3]3[NH:10][CH:9]=[CH:8][C:4]=3[N:5]=[CH:6][N:7]=2)=[CH:28][CH:29]=1)[C:18]1[CH:19]=[CH:20][CH:21]=[CH:22][CH:23]=1. The yield is 0.620. (5) The reactants are [S:1]1[CH:5]=[CH:4][C:3]2[C:6]([N:10]3[CH2:15][CH2:14][N:13]([CH2:16][CH2:17][CH2:18][CH2:19][O:20][C:21]4[CH:30]=[C:29]5[C:24]([CH2:25][CH2:26][C:27](=[O:33])[N:28]5[CH2:31][OH:32])=[CH:23][CH:22]=4)[CH2:12][CH2:11]3)=[CH:7][CH:8]=[CH:9][C:2]1=2.[C:34](O)(=[O:52])[CH2:35][CH2:36][CH2:37][CH2:38][CH2:39][CH2:40][CH2:41][CH2:42][CH2:43][CH2:44][CH2:45][CH2:46][CH2:47][CH2:48][CH2:49][CH2:50][CH3:51].Cl.CN(C)CCCN=C=NCC.O. The catalyst is C(Cl)Cl.CN(C)C1C=CN=CC=1. The product is [S:1]1[CH:5]=[CH:4][C:3]2[C:6]([N:10]3[CH2:15][CH2:14][N:13]([CH2:16][CH2:17][CH2:18][CH2:19][O:20][C:21]4[CH:30]=[C:29]5[C:24]([CH2:25][CH2:26][C:27](=[O:33])[N:28]5[CH2:31][O:32][C:34](=[O:52])[CH2:35][CH2:36][CH2:37][CH2:38][CH2:39][CH2:40][CH2:41][CH2:42][CH2:43][CH2:44][CH2:45][CH2:46][CH2:47][CH2:48][CH2:49][CH2:50][CH3:51])=[CH:23][CH:22]=4)[CH2:12][CH2:11]3)=[CH:7][CH:8]=[CH:9][C:2]1=2. The yield is 0.645. (6) The reactants are [F:1][CH:2]([F:20])[C:3]1[CH:4]=[C:5]([C:9]2[N:14]=[C:13](SC)[N:12]=[C:11](Cl)[C:10]=2[C:18]#[N:19])[CH:6]=[CH:7][CH:8]=1.[SH:21][CH2:22][C:23]([NH2:25])=[O:24].C(=O)([O-])[O-].[Na+].[Na+].[CH3:32][CH2:33][OH:34]. No catalyst specified. The product is [NH2:19][C:18]1[C:10]2[C:9]([C:5]3[CH:6]=[CH:7][CH:8]=[C:3]([CH:2]([F:1])[F:20])[CH:4]=3)=[N:14][C:13]([O:34][CH2:33][CH3:32])=[N:12][C:11]=2[S:21][C:22]=1[C:23]([NH2:25])=[O:24]. The yield is 0.0300. (7) The catalyst is CN(C)C=O.O. The product is [C:1]([O:4][CH2:5][C:6]1[C:11]([C:12]2[CH:17]=[CH:16][N:15]=[C:14]3[NH:18][C:42]([C:41]4[CH:44]=[CH:45][C:38]([N:37]([CH3:46])[CH3:36])=[CH:39][CH:40]=4)=[N:19][C:13]=23)=[CH:10][CH:9]=[CH:8][C:7]=1[N:20]1[C:26](=[O:27])[C:25]2[C:28]([F:35])=[CH:29][C:30]([CH:32]3[CH2:33][CH2:34]3)=[CH:31][C:24]=2[O:23][CH2:22][CH2:21]1)(=[O:3])[CH3:2]. The reactants are [C:1]([O:4][CH2:5][C:6]1[C:11]([C:12]2[CH:17]=[CH:16][N:15]=[C:14]([NH2:18])[C:13]=2[NH2:19])=[CH:10][CH:9]=[CH:8][C:7]=1[N:20]1[C:26](=[O:27])[C:25]2[C:28]([F:35])=[CH:29][C:30]([CH:32]3[CH2:34][CH2:33]3)=[CH:31][C:24]=2[O:23][CH2:22][CH2:21]1)(=[O:3])[CH3:2].[CH3:36][N:37]([CH3:46])[C:38]1[CH:45]=[CH:44][C:41]([CH:42]=O)=[CH:40][CH:39]=1.CC1C=CC(S(O)(=O)=O)=CC=1. The yield is 0.780. (8) The product is [OH:12][NH:11][C:4](=[NH:5])[C:3]1[CH:6]=[CH:7][N:8]=[CH:9][C:2]=1[CH3:1]. The reactants are [CH3:1][C:2]1[CH:9]=[N:8][CH:7]=[CH:6][C:3]=1[C:4]#[N:5].Cl.[NH2:11][OH:12].C([O-])([O-])=O.[Na+].[Na+]. The catalyst is CCO. The yield is 0.740. (9) The reactants are [Cl:1][C:2]1[CH:3]=[C:4]2[C:9](=[CH:10][C:11]=1[O:12][C:13]1[CH:21]=[CH:20][C:16]([C:17]([OH:19])=O)=[CH:15][CH:14]=1)O[CH2:7][CH2:6][CH:5]2[C:22]([O:24][CH2:25][CH3:26])=[O:23].[C:27](Cl)(=O)C(Cl)=O.CN(C=O)C.[F:38][C:39]([F:54])([F:53])[C:40]1[CH:45]=[CH:44][C:43]([C:46]2[N:51]=[N:50][C:49]([NH2:52])=[CH:48][CH:47]=2)=[CH:42][CH:41]=1. The catalyst is ClCCCl.CN(C=O)C.CCOC(C)=O.N1C=CC=CC=1. The product is [Cl:1][C:2]1[CH:3]=[C:4]2[C:9]([CH2:27][CH2:7][CH2:6][CH:5]2[C:22]([O:24][CH2:25][CH3:26])=[O:23])=[CH:10][C:11]=1[O:12][C:13]1[CH:21]=[CH:20][C:16]([C:17](=[O:19])[NH:52][C:49]2[N:50]=[N:51][C:46]([C:43]3[CH:42]=[CH:41][C:40]([C:39]([F:38])([F:53])[F:54])=[CH:45][CH:44]=3)=[CH:47][CH:48]=2)=[CH:15][CH:14]=1. The yield is 0.539.